Task: Predict the reactants needed to synthesize the given product.. Dataset: Full USPTO retrosynthesis dataset with 1.9M reactions from patents (1976-2016) (1) Given the product [CH3:10][N:11]([CH2:12][C:13]1[CH:18]=[CH:17][CH:16]=[CH:15][C:14]=1[CH3:19])[CH2:25][CH:26]([C:28]1[CH:37]=[CH:36][C:35]2[C:30](=[CH:31][CH:32]=[CH:33][CH:34]=2)[CH:29]=1)[OH:27], predict the reactants needed to synthesize it. The reactants are: C1(C)C(C=O)=CC=CC=1.[CH3:10][NH:11][CH2:12][C:13]1[CH:18]=[CH:17][CH:16]=[CH:15][C:14]=1[CH3:19].CN.[BH4-].[Na+].Br[CH2:25][C:26]([C:28]1[CH:37]=[CH:36][C:35]2[C:30](=[CH:31][CH:32]=[CH:33][CH:34]=2)[CH:29]=1)=[O:27]. (2) The reactants are: [CH:1]1([NH:4][C:5]([C:7]2[CH:8]=[CH:9][C:10]([CH3:30])=[C:11]([C:13]3[C:14]([C:27]([OH:29])=O)=[CH:15][C:16]([C:19]([NH:21][CH2:22][C:23]([CH3:26])([CH3:25])[CH3:24])=[O:20])=[CH:17][CH:18]=3)[CH:12]=2)=[O:6])[CH2:3][CH2:2]1.CN(C(ON1N=NC2C=CC=CC1=2)=[N+](C)C)C.F[P-](F)(F)(F)(F)F.CCN(CC)CC.[S:62]1[CH:66]=[CH:65][N:64]=[C:63]1[NH2:67]. Given the product [CH:1]1([NH:4][C:5]([C:7]2[CH:12]=[C:11]([C:13]3[C:14]([C:27]([NH:67][C:63]4[S:62][CH:66]=[CH:65][N:64]=4)=[O:29])=[CH:15][C:16]([C:19]([NH:21][CH2:22][C:23]([CH3:26])([CH3:24])[CH3:25])=[O:20])=[CH:17][CH:18]=3)[C:10]([CH3:30])=[CH:9][CH:8]=2)=[O:6])[CH2:3][CH2:2]1, predict the reactants needed to synthesize it. (3) Given the product [CH3:32][C:31]([O:35][C:36](=[O:37])[N:17]([CH:14]1[CH2:15][CH2:16][N:12]([C:7]2[CH:6]=[CH:5][C:4]3[C:9](=[CH:10][CH:11]=[C:2]([Cl:1])[C:3]=3[NH:21][C:22](=[O:30])[CH2:23][CH:24]3[CH2:29][CH2:28][CH2:27][CH2:26][CH2:25]3)[N:8]=2)[CH2:13]1)[CH2:18][CH2:19][OH:20])([CH3:34])[CH3:33], predict the reactants needed to synthesize it. The reactants are: [Cl:1][C:2]1[C:3]([NH:21][C:22](=[O:30])[CH2:23][CH:24]2[CH2:29][CH2:28][CH2:27][CH2:26][CH2:25]2)=[C:4]2[C:9](=[CH:10][CH:11]=1)[N:8]=[C:7]([N:12]1[CH2:16][CH2:15][C@H:14]([NH:17][CH2:18][CH2:19][OH:20])[CH2:13]1)[CH:6]=[CH:5]2.[C:31]([O:35][C:36](=O)[O:37]C(C)(C)C)([CH3:34])([CH3:33])[CH3:32]. (4) Given the product [C:47]([O:51][C:52]([N:54]1[CH2:58][CH2:57][CH:56]2[N:59]([C:3](=[O:5])[CH2:2][NH:1][C:6]([O:8][CH2:9][C:10]3[CH:15]=[CH:14][CH:13]=[CH:12][CH:11]=3)=[O:7])[CH2:60][CH:61]([C:62](=[O:74])[NH:63][C:64]3[C:73]4[C:68](=[CH:69][CH:70]=[CH:71][CH:72]=4)[CH:67]=[CH:66][CH:65]=3)[CH:55]12)=[O:53])([CH3:50])([CH3:48])[CH3:49], predict the reactants needed to synthesize it. The reactants are: [NH:1]([C:6]([O:8][CH2:9][C:10]1[CH:15]=[CH:14][CH:13]=[CH:12][CH:11]=1)=[O:7])[CH2:2][C:3]([OH:5])=O.CN(C(ON1N=NC2C=CC=NC1=2)=[N+](C)C)C.F[P-](F)(F)(F)(F)F.CN1CCOCC1.[C:47]([O:51][C:52]([N:54]1[CH2:58][CH2:57][CH:56]2[NH:59][CH2:60][CH:61]([C:62](=[O:74])[NH:63][C:64]3[C:73]4[C:68](=[CH:69][CH:70]=[CH:71][CH:72]=4)[CH:67]=[CH:66][CH:65]=3)[CH:55]12)=[O:53])([CH3:50])([CH3:49])[CH3:48]. (5) Given the product [CH3:1][O:2][C:3](=[O:30])[CH:4]([C:20]1[CH:21]=[CH:22][C:23]([C:26]([CH3:28])([CH3:27])[CH3:29])=[CH:24][CH:25]=1)[CH2:5][C:6]1[CH:11]=[CH:10][C:9]([OH:12])=[CH:8][CH:7]=1, predict the reactants needed to synthesize it. The reactants are: [CH3:1][O:2][C:3](=[O:30])[CH:4]([C:20]1[CH:25]=[CH:24][C:23]([C:26]([CH3:29])([CH3:28])[CH3:27])=[CH:22][CH:21]=1)[CH2:5][C:6]1[CH:11]=[CH:10][C:9]([O:12]CC2C=CC=CC=2)=[CH:8][CH:7]=1.